From a dataset of Full USPTO retrosynthesis dataset with 1.9M reactions from patents (1976-2016). Predict the reactants needed to synthesize the given product. (1) Given the product [C:1]([Si:5]([CH3:27])([CH3:26])[O:6][C:7]1[C:11]([CH2:12][C:13]2[CH:18]=[CH:17][C:16]([O:19][CH3:20])=[CH:15][C:14]=2[F:21])=[C:10]([C:22]([F:24])([F:23])[F:25])[N:9]([CH:28]([CH3:33])[CH3:29])[N:8]=1)([CH3:3])([CH3:2])[CH3:4], predict the reactants needed to synthesize it. The reactants are: [C:1]([Si:5]([CH3:27])([CH3:26])[O:6][C:7]1[C:11]([CH2:12][C:13]2[CH:18]=[CH:17][C:16]([O:19][CH3:20])=[CH:15][C:14]=2[F:21])=[C:10]([C:22]([F:25])([F:24])[F:23])[NH:9][N:8]=1)([CH3:4])([CH3:3])[CH3:2].[CH:28]1[CH:33]=CC(P(C2C=CC=CC=2)C2C=CC=CC=2)=C[CH:29]=1.N(C(OCC)=O)=NC(OCC)=O.C1(C)C=CC=CC=1. (2) Given the product [Cl:1][C:2]1[CH:23]=[C:22]([Cl:24])[CH:21]=[CH:20][C:3]=1[O:4][C:5]1[CH:10]=[CH:9][CH:8]=[CH:7][C:6]=1[NH:11][C:12]([CH:14]1[CH2:19][CH2:18][N:17]([C:31](=[O:38])[C:32]2[CH:37]=[CH:36][CH:35]=[CH:34][CH:33]=2)[CH2:16][CH2:15]1)=[O:13], predict the reactants needed to synthesize it. The reactants are: [Cl:1][C:2]1[CH:23]=[C:22]([Cl:24])[CH:21]=[CH:20][C:3]=1[O:4][C:5]1[CH:10]=[CH:9][CH:8]=[CH:7][C:6]=1[NH:11][C:12]([CH:14]1[CH2:19][CH2:18][NH:17][CH2:16][CH2:15]1)=[O:13].N1C=CC=CC=1.[C:31](Cl)(=[O:38])[C:32]1[CH:37]=[CH:36][CH:35]=[CH:34][CH:33]=1. (3) Given the product [CH2:19]([O:2][C:3]1[CH:17]=[CH:16][C:6]([C:7]([C:9]2[CH:14]=[CH:13][C:12]([O:15][CH2:36][CH2:35][CH2:34][CH2:33][CH2:32][CH2:31][CH2:30][CH2:29][CH2:28][CH2:27][CH2:26][CH2:25][CH2:24][CH2:23][CH2:22][CH2:21][CH2:20][CH3:19])=[CH:11][CH:10]=2)=[O:8])=[CH:5][CH:4]=1)[CH2:20][CH2:21][CH2:22][CH2:23][CH2:24][CH2:25][CH2:26][CH2:27][CH2:28][CH2:29][CH2:30][CH2:31][CH2:32][CH2:33][CH2:34][CH2:35][CH3:36], predict the reactants needed to synthesize it. The reactants are: [Na].[OH:2][C:3]1[CH:17]=[CH:16][C:6]([C:7]([C:9]2[CH:14]=[CH:13][C:12]([OH:15])=[CH:11][CH:10]=2)=[O:8])=[CH:5][CH:4]=1.Br[CH2:19][CH2:20][CH2:21][CH2:22][CH2:23][CH2:24][CH2:25][CH2:26][CH2:27][CH2:28][CH2:29][CH2:30][CH2:31][CH2:32][CH2:33][CH2:34][CH2:35][CH3:36]. (4) Given the product [Cl:1][C:2]1[CH:7]=[C:6]([CH3:8])[C:5]([N+:9]([O-:11])=[O:10])=[CH:4][N+:3]=1[O-:16], predict the reactants needed to synthesize it. The reactants are: [Cl:1][C:2]1[CH:7]=[C:6]([CH3:8])[C:5]([N+:9]([O-:11])=[O:10])=[CH:4][N:3]=1.OO.NC(N)=[O:16].FC(F)(F)C(OC(=O)C(F)(F)F)=O. (5) Given the product [F:38][CH:32]1[C:33]([CH3:37])([OH:36])[CH2:34][CH2:35][N:30]([C:26]2[N:25]=[C:24]([NH:23][C:2]3[N:7]=[CH:6][C:5]4[C:8]([N:17]5[CH2:21][CH2:20][C@@H:19]([OH:22])[CH2:18]5)=[N:9][N:10]([C@@H:11]([CH3:16])[C:12]([F:15])([F:14])[F:13])[C:4]=4[CH:3]=3)[CH:29]=[CH:28][N:27]=2)[CH2:31]1, predict the reactants needed to synthesize it. The reactants are: Cl[C:2]1[N:7]=[CH:6][C:5]2[C:8]([N:17]3[CH2:21][CH2:20][C@@H:19]([OH:22])[CH2:18]3)=[N:9][N:10]([C@@H:11]([CH3:16])[C:12]([F:15])([F:14])[F:13])[C:4]=2[CH:3]=1.[NH2:23][C:24]1[CH:29]=[CH:28][N:27]=[C:26]([N:30]2[CH2:35][CH2:34][C:33]([CH3:37])([OH:36])[CH:32]([F:38])[CH2:31]2)[N:25]=1.C(=O)([O-])[O-].[Cs+].[Cs+].C1(P(C2CCCCC2)C2C(OC)=CC=C(OC)C=2C2C(C(C)C)=CC(C(C)C)=CC=2C(C)C)CCCCC1. (6) Given the product [C:15]1(=[O:16])[C:8]2[CH:9]=[CH:10][CH:11]=[CH:12][C:7]=2[CH2:6][CH2:5][S:13][CH2:14]1, predict the reactants needed to synthesize it. The reactants are: [Cl-].[Al+3].[Cl-].[Cl-].[CH2:5]([S:13][CH2:14][C:15](Cl)=[O:16])[CH2:6][C:7]1[CH:12]=[CH:11][CH:10]=[CH:9][CH:8]=1. (7) Given the product [CH:25]1([CH2:28][C:29]([NH:1][C:2]2[CH:3]=[CH:4][C:5]([CH3:24])=[C:6]([C:8]3[CH:9]=[C:10]4[C:14](=[CH:15][CH:16]=3)[C:13](=[O:17])[N:12]([C:18]3[CH:23]=[CH:22][CH:21]=[CH:20][CH:19]=3)[CH2:11]4)[CH:7]=2)=[O:30])[CH2:27][CH2:26]1, predict the reactants needed to synthesize it. The reactants are: [NH2:1][C:2]1[CH:3]=[CH:4][C:5]([CH3:24])=[C:6]([C:8]2[CH:9]=[C:10]3[C:14](=[CH:15][CH:16]=2)[C:13](=[O:17])[N:12]([C:18]2[CH:23]=[CH:22][CH:21]=[CH:20][CH:19]=2)[CH2:11]3)[CH:7]=1.[CH:25]1([CH2:28][C:29](O)=[O:30])[CH2:27][CH2:26]1.C1C=CC2N(O)N=NC=2C=1.C1CN([P+](ON2N=NC3C=CC=CC2=3)(N2CCCC2)N2CCCC2)CC1.F[P-](F)(F)(F)(F)F.C(N(CC)C(C)C)(C)C. (8) Given the product [Cl:1][C:2]1[CH:11]=[C:10]([Cl:12])[CH:9]=[CH:8][C:3]=1[C:4](=[O:7])[CH2:5][N:16]1[CH2:15][CH2:14][N:13]([C:19]([O:21][C:22]([CH3:25])([CH3:24])[CH3:23])=[O:20])[CH2:18][CH2:17]1, predict the reactants needed to synthesize it. The reactants are: [Cl:1][C:2]1[CH:11]=[C:10]([Cl:12])[CH:9]=[CH:8][C:3]=1[C:4](=[O:7])[CH2:5]Cl.[N:13]1([C:19]([O:21][C:22]([CH3:25])([CH3:24])[CH3:23])=[O:20])[CH2:18][CH2:17][NH:16][CH2:15][CH2:14]1.C([O-])([O-])=O.[Cs+].[Cs+]. (9) Given the product [CH3:1][O:2][C:3]([C:4]1[CH:9]=[CH:8][N:7]2[CH:12]=[N:11][CH:10]=[C:6]2[C:5]=1[Cl:14])=[O:15], predict the reactants needed to synthesize it. The reactants are: [CH3:1][O:2][C:3](=[O:15])[C:4]1[CH:9]=[CH:8][N:7]=[C:6]([CH2:10][NH:11][CH:12]=O)[C:5]=1[Cl:14].P(Cl)(Cl)(Cl)=O. (10) The reactants are: [CH3:1][CH:2]([CH2:4][CH2:5][CH2:6][C@H:7]([C@@H:9]1[C@:26]2([CH3:27])[C@H:12]([C@H:13]3[C@H:23]([CH2:24][CH2:25]2)[C@:21]2([CH3:22])[CH:16]([CH2:17][CH:18]([O:28][CH2:29][C:30]([O:32]C(C)(C)C)=[O:31])[CH2:19][CH2:20]2)[CH2:15][CH2:14]3)[CH2:11][CH2:10]1)[CH3:8])[CH3:3].C(O)(C(F)(F)F)=O. Given the product [CH3:3][CH:2]([CH2:4][CH2:5][CH2:6][C@H:7]([C@@H:9]1[C@:26]2([CH3:27])[C@H:12]([C@H:13]3[C@H:23]([CH2:24][CH2:25]2)[C@:21]2([CH3:22])[CH:16]([CH2:17][CH:18]([O:28][CH2:29][C:30]([OH:32])=[O:31])[CH2:19][CH2:20]2)[CH2:15][CH2:14]3)[CH2:11][CH2:10]1)[CH3:8])[CH3:1], predict the reactants needed to synthesize it.